From a dataset of Peptide-MHC class II binding affinity with 134,281 pairs from IEDB. Regression. Given a peptide amino acid sequence and an MHC pseudo amino acid sequence, predict their binding affinity value. This is MHC class II binding data. (1) The peptide sequence is PVVHFFKNIVTPRTPPY. The MHC is DRB1_1501 with pseudo-sequence DRB1_1501. The binding affinity (normalized) is 0.738. (2) The peptide sequence is DTEVHNVWATQACVPTDPNP. The MHC is DRB3_0101 with pseudo-sequence DRB3_0101. The binding affinity (normalized) is 0. (3) The peptide sequence is VFNYETETTSVIPAA. The MHC is DRB5_0101 with pseudo-sequence DRB5_0101. The binding affinity (normalized) is 0.0146. (4) The peptide sequence is MGVSDVPRDEVVAA. The MHC is DRB1_0301 with pseudo-sequence DRB1_0301. The binding affinity (normalized) is 0.330. (5) The peptide sequence is EYIEAAKWLLPPPKV. The MHC is HLA-DPA10201-DPB10501 with pseudo-sequence HLA-DPA10201-DPB10501. The binding affinity (normalized) is 0.425. (6) The peptide sequence is AAYLATRGLDVVDAV. The MHC is DRB1_0802 with pseudo-sequence DRB1_0802. The binding affinity (normalized) is 0.534.